Task: Binary Classification. Given a drug SMILES string, predict its activity (active/inactive) in a high-throughput screening assay against a specified biological target.. Dataset: HIV replication inhibition screening data with 41,000+ compounds from the AIDS Antiviral Screen The molecule is CN1COCc2cc3cc4c(cc3nc21)OCCO4. The result is 0 (inactive).